From a dataset of Forward reaction prediction with 1.9M reactions from USPTO patents (1976-2016). Predict the product of the given reaction. (1) Given the reactants [C:1]([N:4]1[CH2:9][CH2:8][N:7]([C:10]2[N:15]=[C:14](F)[CH:13]=[C:12]([N:17]([CH3:19])[CH3:18])[N:11]=2)[CH2:6][CH2:5]1)(=[O:3])[CH3:2].[CH3:20][NH:21][CH3:22].C(O)C, predict the reaction product. The product is: [C:1]([N:4]1[CH2:9][CH2:8][N:7]([C:10]2[N:15]=[C:14]([N:21]([CH3:22])[CH3:20])[CH:13]=[C:12]([N:17]([CH3:19])[CH3:18])[N:11]=2)[CH2:6][CH2:5]1)(=[O:3])[CH3:2]. (2) Given the reactants [OH:1][C:2]1[CH:9]=[CH:8][CH:7]=[C:6]([O:10][CH3:11])[C:3]=1[CH:4]=[O:5].[N+:12]([O-])([OH:14])=[O:13], predict the reaction product. The product is: [CH3:11][O:10][C:6]1[CH:7]=[CH:8][C:9]([N+:12]([O-:14])=[O:13])=[C:2]([OH:1])[C:3]=1[CH:4]=[O:5]. (3) Given the reactants [F:1][C:2]([F:15])([F:14])[S:3]([O:6]S(C(F)(F)F)(=O)=O)(=[O:5])=[O:4].O=[C:17]1[CH2:22][CH2:21][C@H:20]2[C@H:23]3[C@H:32]([CH2:33][CH2:34][C@:18]12[CH3:19])[C:31]1[CH:30]=[CH:29][C:28]([C:35]([O:37][CH3:38])=[O:36])=[CH:27][C:26]=1[CH2:25][CH2:24]3.C(=O)(O)[O-].[Na+], predict the reaction product. The product is: [F:1][C:2]([F:15])([F:14])[S:3]([O:6][C:17]1[C@:18]2([CH2:34][CH2:33][C@H:32]3[C@@H:23]([CH2:24][CH2:25][C:26]4[CH:27]=[C:28]([C:35]([O:37][CH3:38])=[O:36])[CH:29]=[CH:30][C:31]=43)[C@@H:20]2[CH2:21][CH:22]=1)[CH3:19])(=[O:5])=[O:4]. (4) Given the reactants [CH2:1](N(CC)CC)C.[S:8](Cl)([CH3:11])(=[O:10])=[O:9].C[C@:14]1([C:21]([OH:23])=[O:22])[CH2:19][CH2:18][CH2:17][C@@H:16]([OH:20])[CH2:15]1, predict the reaction product. The product is: [CH3:11][S:8]([O:20][C@@H:16]1[CH2:17][CH2:18][CH2:19][C@H:14]([C:21]([O:23][CH3:1])=[O:22])[CH2:15]1)(=[O:10])=[O:9]. (5) Given the reactants [N+:1]1([O-])[CH:6]=[CH:5][C:4]([C:7]2[CH:12]=[CH:11][N:10]=[CH:9][CH:8]=2)=[CH:3][CH:2]=1.P(Cl)(Cl)([Cl:16])=O, predict the reaction product. The product is: [Cl:16][C:2]1[CH:3]=[C:4]([C:7]2[CH:12]=[CH:11][N:10]=[CH:9][CH:8]=2)[CH:5]=[CH:6][N:1]=1. (6) Given the reactants [NH2:1][C:2]1[C:7]([Cl:8])=[CH:6][CH:5]=[CH:4][C:3]=1[OH:9].[Cl:10][C:11]1[CH:19]=[CH:18][C:17]([N+:20]([O-:22])=[O:21])=[CH:16][C:12]=1[C:13](Cl)=O, predict the reaction product. The product is: [Cl:8][C:7]1[C:2]2[N:1]=[C:13]([C:12]3[CH:16]=[C:17]([N+:20]([O-:22])=[O:21])[CH:18]=[CH:19][C:11]=3[Cl:10])[O:9][C:3]=2[CH:4]=[CH:5][CH:6]=1. (7) Given the reactants C1(P(C2CCCCC2)C2C=CC=CC=2C2C(C(C)C)=CC(C(C)C)=CC=2C(C)C)CCCCC1.[O:35]1[CH2:40][CH2:39][N:38]([C:41]2[C:46]([NH2:47])=[CH:45][C:44]([N:48]3[CH2:53][CH2:52][O:51][CH2:50][CH2:49]3)=[CH:43][N:42]=2)[CH2:37][CH2:36]1.Cl[C:55]1[C:64]2[C:59](=[CH:60][C:61]([F:66])=[CH:62][C:63]=2[F:65])[N:58]=[C:57]([C:67]2[CH:75]=[CH:74][CH:73]=[C:72]3[C:68]=2[CH:69]=[CH:70][NH:71]3)[C:56]=1[CH3:76].CC(C)([O-])C.[Na+], predict the reaction product. The product is: [N:38]1([C:41]2[C:46]([NH:47][C:55]3[C:64]4[C:59](=[CH:60][C:61]([F:66])=[CH:62][C:63]=4[F:65])[N:58]=[C:57]([C:67]4[CH:75]=[CH:74][CH:73]=[C:72]5[C:68]=4[CH:69]=[CH:70][NH:71]5)[C:56]=3[CH3:76])=[CH:45][C:44]([N:48]3[CH2:49][CH2:50][O:51][CH2:52][CH2:53]3)=[CH:43][N:42]=2)[CH2:39][CH2:40][O:35][CH2:36][CH2:37]1.